Predict the reactants needed to synthesize the given product. From a dataset of Full USPTO retrosynthesis dataset with 1.9M reactions from patents (1976-2016). (1) Given the product [CH2:33]([C:20]1[N:19]([CH2:18][CH2:17][CH2:16][O:15][C:12]2[CH:13]=[CH:14][C:9]([O:8][C:5]([CH3:7])([CH3:6])[C:4]([OH:35])=[O:3])=[CH:10][CH:11]=2)[C:24](=[O:25])[C:23]2[N:26]([CH3:32])[N:27]=[C:28]([CH2:29][CH2:30][CH3:31])[C:22]=2[N:21]=1)[CH3:34], predict the reactants needed to synthesize it. The reactants are: C([O:3][C:4](=[O:35])[C:5]([O:8][C:9]1[CH:14]=[CH:13][C:12]([O:15][CH2:16][CH2:17][CH2:18][N:19]2[C:24](=[O:25])[C:23]3[N:26]([CH3:32])[N:27]=[C:28]([CH2:29][CH2:30][CH3:31])[C:22]=3[N:21]=[C:20]2[CH2:33][CH3:34])=[CH:11][CH:10]=1)([CH3:7])[CH3:6])C.C(=O)([O-])[O-].[Na+].[Na+]. (2) Given the product [Cl:1][C:2]1[CH:3]=[C:4]([N:23]([CH2:41][CH3:42])[C@H:24]2[CH2:25][CH2:26][C@H:27]([N:30]([CH2:32][C:33]3[CH:38]=[CH:37][C:36]([O:39][CH3:40])=[CH:35][CH:34]=3)[CH3:31])[CH2:28][CH2:29]2)[C:5]([CH3:22])=[C:6]([CH:21]=1)[C:7]([NH:9][CH2:10][C:11]1[C:12](=[O:19])[NH:13][N:14]([CH2:17][CH3:18])[C:15]=1[CH3:16])=[O:8], predict the reactants needed to synthesize it. The reactants are: [Cl:1][C:2]1[CH:3]=[C:4]([N:23]([CH2:41][CH3:42])[C@H:24]2[CH2:29][CH2:28][C@H:27]([N:30]([CH2:32][C:33]3[CH:38]=[CH:37][C:36]([O:39][CH3:40])=[CH:35][CH:34]=3)[CH3:31])[CH2:26][CH2:25]2)[C:5]([CH3:22])=[C:6]([CH:21]=1)[C:7]([NH:9][CH2:10][C:11]1[C:12]([O:19]C)=[N:13][N:14]([CH2:17][CH3:18])[C:15]=1[CH3:16])=[O:8].C(=O)(O)[O-].[Na+]. (3) Given the product [F:1][C:2]1[CH:3]=[CH:4][C:5]([C:6]([N:25]2[CH2:26][CH2:27][C@H:23]([N:18]3[CH2:22][CH2:21][CH2:20][CH2:19]3)[CH2:24]2)=[O:8])=[CH:9][CH:10]=1, predict the reactants needed to synthesize it. The reactants are: [F:1][C:2]1[CH:10]=[CH:9][C:5]([C:6]([OH:8])=O)=[CH:4][CH:3]=1.CN1CCOCC1.[N:18]1([C@H:23]2[CH2:27][CH2:26][NH:25][CH2:24]2)[CH2:22][CH2:21][CH2:20][CH2:19]1. (4) Given the product [CH3:1][O:2][C:3]1[CH:4]=[C:5]2[C:9](=[CH:10][CH:11]=1)[O:14][C:8](=[O:12])[CH2:7][CH2:6]2, predict the reactants needed to synthesize it. The reactants are: [CH3:1][O:2][C:3]1[CH:4]=[C:5]2[C:9](=[CH:10][CH:11]=1)[C:8](=[O:12])[CH2:7][CH2:6]2.C(=O)([O-])[OH:14].[Na+].ClC1C=CC=C(C(OO)=O)C=1. (5) Given the product [C:12]([O:16][C:17](=[O:28])[NH:18][CH:19]([C:21]1[CH:22]=[CH:23][C:24]([C:11]#[C:10][C:7]2[CH:8]=[CH:9][C:4]([O:3][CH2:1][CH3:2])=[CH:5][CH:6]=2)=[CH:25][CH:26]=1)[CH3:20])([CH3:13])([CH3:14])[CH3:15], predict the reactants needed to synthesize it. The reactants are: [CH2:1]([O:3][C:4]1[CH:9]=[CH:8][C:7]([C:10]#[CH:11])=[CH:6][CH:5]=1)[CH3:2].[C:12]([O:16][C:17](=[O:28])[NH:18][CH:19]([C:21]1[CH:26]=[CH:25][C:24](Br)=[CH:23][CH:22]=1)[CH3:20])([CH3:15])([CH3:14])[CH3:13]. (6) Given the product [Cl:1][C:2]1[N:3]=[C:4]([C:9]([O:11][CH3:12])=[O:10])[CH:5]=[C:6]([N:17]([CH2:16][CH:13]2[CH2:15][CH2:14]2)[CH2:18][CH2:19][CH3:20])[N:7]=1, predict the reactants needed to synthesize it. The reactants are: [Cl:1][C:2]1[N:7]=[C:6](Cl)[CH:5]=[C:4]([C:9]([O:11][CH3:12])=[O:10])[N:3]=1.[CH:13]1([CH2:16][NH:17][CH2:18][CH2:19][CH3:20])[CH2:15][CH2:14]1.C(N(CC)CC)C.O. (7) Given the product [Br:30][C:13]1[C:14]([N:16]2[CH2:21][CH2:20][CH2:19][C@@H:18]([NH:22][C:23](=[O:29])[O:24][C:25]([CH3:27])([CH3:26])[CH3:28])[CH2:17]2)=[C:15]2[C:7]([NH:6][C:1](=[O:4])[CH2:2][CH3:3])=[CH:8][NH:9][C:10]2=[N:11][CH:12]=1, predict the reactants needed to synthesize it. The reactants are: [C:1](Cl)(=[O:4])[CH2:2][CH3:3].[NH2:6][C:7]1[C:15]2[C:10](=[N:11][CH:12]=[C:13]([Br:30])[C:14]=2[N:16]2[CH2:21][CH2:20][CH2:19][C@@H:18]([NH:22][C:23](=[O:29])[O:24][C:25]([CH3:28])([CH3:27])[CH3:26])[CH2:17]2)[NH:9][CH:8]=1.[Li+].[OH-].